From a dataset of Forward reaction prediction with 1.9M reactions from USPTO patents (1976-2016). Predict the product of the given reaction. (1) Given the reactants I[C:2]1[CH:7]=[CH:6][CH:5]=[CH:4][CH:3]=1.[CH:8]([C:10]1[C:11](B(O)O)=[CH:12][S:13][CH:14]=1)=[O:9].ClC1C=CC(CC2SC(C=O)=CC=2)=CC=1, predict the reaction product. The product is: [C:2]1([C:11]2[C:10]([CH:8]=[O:9])=[CH:14][S:13][CH:12]=2)[CH:7]=[CH:6][CH:5]=[CH:4][CH:3]=1. (2) Given the reactants [CH3:1][C:2]1[CH:9]=[C:8]([CH3:10])[CH:7]=[CH:6][C:3]=1[CH:4]=O.Cl.[NH2:12][OH:13].N1C=CC=CC=1, predict the reaction product. The product is: [CH3:1][C:2]1[CH:9]=[C:8]([CH3:10])[CH:7]=[CH:6][C:3]=1[CH:4]=[N:12][OH:13]. (3) Given the reactants C(OC(=O)[NH:7][CH2:8][C:9]1[CH:10]=[C:11]2[C:15](=[CH:16][CH:17]=1)[CH2:14][NH:13][C:12]2=[O:18])CCC, predict the reaction product. The product is: [NH2:7][CH2:8][C:9]1[CH:10]=[C:11]2[C:15]([CH2:14][NH:13][C:12]2=[O:18])=[CH:16][CH:17]=1. (4) Given the reactants C([C:3]1[CH:27]=[CH:26][CH:25]=[CH:24][C:4]=1[C:5]([NH:7][CH:8]1[CH2:13][CH:12]([C:14]2[CH:19]=[CH:18][C:17]([C:20]([F:23])([F:22])[F:21])=[CH:16][CH:15]=2)[CH2:11][NH:10][CH2:9]1)=[O:6])C.[N:28]([CH2:31][CH:32]1[CH2:36][CH2:35][CH2:34][O:33]1)=[C:29]=[O:30].C(N(CC)CC)C, predict the reaction product. The product is: [C:4]1([C:5]([NH:7][CH:8]2[CH2:13][CH:12]([C:14]3[CH:15]=[CH:16][C:17]([C:20]([F:21])([F:22])[F:23])=[CH:18][CH:19]=3)[CH2:11][N:10]([C:29]([NH:28][CH2:31][CH:32]3[CH2:36][CH2:35][CH2:34][O:33]3)=[O:30])[CH2:9]2)=[O:6])[CH:24]=[CH:25][CH:26]=[CH:27][CH:3]=1.